Task: Predict which catalyst facilitates the given reaction.. Dataset: Catalyst prediction with 721,799 reactions and 888 catalyst types from USPTO (1) Reactant: [CH3:1][O:2][C:3]([C:5]1[CH:10]=[C:9]([N:11]2[CH2:16][CH2:15][N:14]([CH2:17][CH2:18][O:19][CH3:20])[CH2:13][CH2:12]2)[N:8]=[C:7](Cl)[N:6]=1)=[O:4].[C:22]1(B(O)O)[CH:27]=[CH:26][CH:25]=[CH:24][CH:23]=1.C(#N)C.C(N(CC)CC)C. Product: [CH3:1][O:2][C:3]([C:5]1[CH:10]=[C:9]([N:11]2[CH2:16][CH2:15][N:14]([CH2:17][CH2:18][O:19][CH3:20])[CH2:13][CH2:12]2)[N:8]=[C:7]([C:22]2[CH:27]=[CH:26][CH:25]=[CH:24][CH:23]=2)[N:6]=1)=[O:4]. The catalyst class is: 257. (2) Reactant: [CH:1]1[C:13]2[CH:12]([CH2:14][O:15][C:16]([N:18]3[CH2:23][CH2:22][CH:21]([C:24](Cl)=[O:25])[CH2:20][CH2:19]3)=[O:17])[C:11]3[C:6](=[CH:7][CH:8]=[CH:9][CH:10]=3)[C:5]=2[CH:4]=[CH:3][CH:2]=1.C[Si]([CH:31]=[N+:32]=[N-:33])(C)C. Product: [CH:1]1[C:13]2[CH:12]([CH2:14][O:15][C:16]([N:18]3[CH2:23][CH2:22][CH:21]([C:24](=[O:25])[CH:31]=[N+:32]=[N-:33])[CH2:20][CH2:19]3)=[O:17])[C:11]3[C:6](=[CH:7][CH:8]=[CH:9][CH:10]=3)[C:5]=2[CH:4]=[CH:3][CH:2]=1. The catalyst class is: 11. (3) The catalyst class is: 27. Product: [C:1]1([CH2:11][CH2:12][NH2:13])[C:10]2[C:5](=[CH:6][CH:7]=[CH:8][CH:9]=2)[CH:4]=[CH:3][CH:2]=1. Reactant: [C:1]1([CH2:11][C:12]#[N:13])[C:10]2[C:5](=[CH:6][CH:7]=[CH:8][CH:9]=2)[CH:4]=[CH:3][CH:2]=1.[H-].[Al+3].[Li+].[H-].[H-].[H-].O.[OH-].[Na+].